From a dataset of Peptide-MHC class I binding affinity with 185,985 pairs from IEDB/IMGT. Regression. Given a peptide amino acid sequence and an MHC pseudo amino acid sequence, predict their binding affinity value. This is MHC class I binding data. (1) The peptide sequence is YQKVGMQKY. The MHC is HLA-B15:01 with pseudo-sequence HLA-B15:01. The binding affinity (normalized) is 0.534. (2) The peptide sequence is HGFRFEVKK. The MHC is HLA-A03:01 with pseudo-sequence HLA-A03:01. The binding affinity (normalized) is 0.289. (3) The peptide sequence is AIIRILQQL. The MHC is HLA-A02:03 with pseudo-sequence HLA-A02:03. The binding affinity (normalized) is 0.784. (4) The peptide sequence is RVFNNYMPY. The MHC is HLA-B27:05 with pseudo-sequence HLA-B27:05. The binding affinity (normalized) is 0.233. (5) The peptide sequence is PLFPGITRV. The MHC is HLA-A29:02 with pseudo-sequence HLA-A29:02. The binding affinity (normalized) is 0.0847. (6) The peptide sequence is QPFPQPQLPY. The MHC is HLA-B35:01 with pseudo-sequence HLA-B35:01. The binding affinity (normalized) is 0.793. (7) The peptide sequence is NTCKPTILA. The MHC is HLA-A02:06 with pseudo-sequence HLA-A02:06. The binding affinity (normalized) is 0.0250.